This data is from Full USPTO retrosynthesis dataset with 1.9M reactions from patents (1976-2016). The task is: Predict the reactants needed to synthesize the given product. (1) Given the product [CH2:10]([O:12][C:13](=[O:22])[CH2:14][C:15]1[CH:20]=[CH:19][CH:18]=[C:17]([NH:21][C:7]([C:5]2[N:6]=[C:2]([Cl:1])[S:3][CH:4]=2)=[O:9])[CH:16]=1)[CH3:11], predict the reactants needed to synthesize it. The reactants are: [Cl:1][C:2]1[S:3][CH:4]=[C:5]([C:7]([OH:9])=O)[N:6]=1.[CH2:10]([O:12][C:13](=[O:22])[CH2:14][C:15]1[CH:20]=[CH:19][CH:18]=[C:17]([NH2:21])[CH:16]=1)[CH3:11]. (2) Given the product [N:1]1([CH2:3][CH2:4][C:5]#[N:1])[CH:5]=[CH:4][CH:3]=[N:2]1, predict the reactants needed to synthesize it. The reactants are: [NH:1]1[CH:5]=[CH:4][CH:3]=[N:2]1. (3) Given the product [Cl:14][C:5]1[C:6]([O:8][CH:9]2[CH2:13][CH2:12][O:11][CH2:10]2)=[N:7][C:2]([NH2:15])=[N:3][CH:4]=1, predict the reactants needed to synthesize it. The reactants are: Cl[C:2]1[N:7]=[C:6]([O:8][CH:9]2[CH2:13][CH2:12][O:11][CH2:10]2)[C:5]([Cl:14])=[CH:4][N:3]=1.[NH3:15].